Dataset: Catalyst prediction with 721,799 reactions and 888 catalyst types from USPTO. Task: Predict which catalyst facilitates the given reaction. (1) The catalyst class is: 11. Product: [CH:1]1([N:7]([P:10]([O:15][CH2:16][CH3:17])([O:12][CH2:13][CH3:14])=[O:11])[CH:8]=[S:27])[CH2:6][CH2:5][CH2:4][CH2:3][CH2:2]1. Reactant: [CH:1]1([N:7]([P:10]([O:15][CH2:16][CH3:17])([O:12][CH2:13][CH3:14])=[O:11])[CH:8]=O)[CH2:6][CH2:5][CH2:4][CH2:3][CH2:2]1.COC1C=CC(P2(SP(C3C=CC(OC)=CC=3)(=S)S2)=[S:27])=CC=1.C(OCC)(=O)C. (2) Reactant: [C:1]([O:5][C:6]([N:8]1[C@@H:12]([C@@H:13]([OH:30])[C@@H:14]([N+:27]([O-])=O)[CH2:15][C:16]2[CH:21]=[CH:20][CH:19]=[C:18]([O:22][C:23]([F:26])([F:25])[F:24])[CH:17]=2)[CH2:11][O:10][C:9]1([CH3:32])[CH3:31])=[O:7])([CH3:4])([CH3:3])[CH3:2]. Product: [C:1]([O:5][C:6]([N:8]1[C@@H:12]([C@@H:13]([OH:30])[C@@H:14]([NH2:27])[CH2:15][C:16]2[CH:21]=[CH:20][CH:19]=[C:18]([O:22][C:23]([F:24])([F:25])[F:26])[CH:17]=2)[CH2:11][O:10][C:9]1([CH3:32])[CH3:31])=[O:7])([CH3:4])([CH3:2])[CH3:3]. The catalyst class is: 183. (3) Reactant: Cl.[NH2:2][CH2:3][C:4]1[CH:5]=[C:6]2[C:11](=[CH:12][CH:13]=1)[N:10]=[C:9]([CH3:14])[N:8]([CH:15]1[CH2:20][CH2:19][C:18](=[O:21])[NH:17][C:16]1=[O:22])[C:7]2=[O:23].C(N(CC)CC)C.[C:31]1([CH3:40])[CH:36]=[CH:35][CH:34]=[C:33]([N:37]=[C:38]=[O:39])[CH:32]=1. The catalyst class is: 1. Product: [O:22]=[C:16]1[CH:15]([N:8]2[C:7](=[O:23])[C:6]3[C:11](=[CH:12][CH:13]=[C:4]([CH2:3][NH:2][C:38]([NH:37][C:33]4[CH:32]=[C:31]([CH3:40])[CH:36]=[CH:35][CH:34]=4)=[O:39])[CH:5]=3)[N:10]=[C:9]2[CH3:14])[CH2:20][CH2:19][C:18](=[O:21])[NH:17]1. (4) Reactant: [NH2:1][C:2]1[N:3]=[C:4]([Cl:20])[C:5]2[CH2:10][C:9](=[O:11])[N:8]([CH2:12][C:13]3[CH:18]=[N:17][C:16]([CH3:19])=[CH:15][N:14]=3)[C:6]=2[N:7]=1.[NH:21]1[CH:25]=[CH:24][CH:23]=[C:22]1[CH:26]=O.N1CCCCC1.CCO. Product: [NH:21]1[CH:25]=[CH:24][CH:23]=[C:22]1/[CH:26]=[C:10]1\[C:9](=[O:11])[N:8]([CH2:12][C:13]2[CH:18]=[N:17][C:16]([CH3:19])=[CH:15][N:14]=2)[C:6]2[N:7]=[C:2]([NH2:1])[N:3]=[C:4]([Cl:20])[C:5]\1=2. The catalyst class is: 28. (5) Reactant: [C:1]([C:5]1[CH:10]=[CH:9][CH:8]=[CH:7][C:6]=1[N:11]1[CH2:16][CH2:15][N:14]([C:17](=[O:21])[C:18]([OH:20])=O)[CH2:13][CH2:12]1)([CH3:4])([CH3:3])[CH3:2].[NH:22]1[CH2:27][CH2:26][CH:25]([C:28]([O:30][CH3:31])=[O:29])[CH2:24][CH2:23]1.CCN=C=NCCCN(C)C.C1C=CC2N(O)N=NC=2C=1.C(=O)([O-])O.[Na+]. Product: [C:1]([C:5]1[CH:10]=[CH:9][CH:8]=[CH:7][C:6]=1[N:11]1[CH2:12][CH2:13][N:14]([C:17](=[O:21])[C:18]([N:22]2[CH2:27][CH2:26][CH:25]([C:28]([O:30][CH3:31])=[O:29])[CH2:24][CH2:23]2)=[O:20])[CH2:15][CH2:16]1)([CH3:4])([CH3:2])[CH3:3]. The catalyst class is: 10. (6) Reactant: I[C:2]1[CH:8]=[CH:7][C:5]([NH2:6])=[CH:4][CH:3]=1.[Cl:9][C:10]1[CH:15]=[C:14]([Cl:16])[CH:13]=[CH:12][C:11]=1B(O)O.C([O-])([O-])=O.[K+].[K+]. Product: [Cl:9][C:10]1[CH:15]=[C:14]([Cl:16])[CH:13]=[CH:12][C:11]=1[C:2]1[CH:8]=[CH:7][C:5]([NH2:6])=[CH:4][CH:3]=1. The catalyst class is: 75. (7) Reactant: [C:1](Cl)(=[O:6])[CH2:2][CH2:3][CH:4]=[CH2:5].[O-:8][C:9]1[CH:14]=[CH:13][CH:12]=[CH:11][CH:10]=1.[Na+].O. Product: [C:1]([O:8][C:9]1[CH:14]=[CH:13][CH:12]=[CH:11][CH:10]=1)(=[O:6])[CH2:2][CH2:3][CH:4]=[CH2:5]. The catalyst class is: 1. (8) Product: [C:1]([O:5][C:6]([N:8]1[CH2:13][CH2:12][CH:11]([NH:29][CH2:22][C:23]2[CH:28]=[CH:27][CH:26]=[CH:25][CH:24]=2)[CH2:10][CH2:9]1)=[O:7])([CH3:4])([CH3:3])[CH3:2]. Reactant: [C:1]([O:5][C:6]([N:8]1[CH2:13][CH2:12][C:11](=O)[CH2:10][CH2:9]1)=[O:7])([CH3:4])([CH3:3])[CH3:2].C(N(CC)CC)C.[CH2:22]([NH2:29])[C:23]1[CH:28]=[CH:27][CH:26]=[CH:25][CH:24]=1.C([BH3-])#N.[Na+]. The catalyst class is: 5. (9) Reactant: C(P1(=O)OP(CCC)(=O)OP(CCC)(=O)O1)CC.[Br:19][C:20]1[CH:35]=[CH:34][C:23]2[NH:24][CH:25]([CH2:28][C:29]([O:31][CH2:32][CH3:33])=[O:30])[CH2:26][O:27][C:22]=2[CH:21]=1.[O:36]=[C:37]1[NH:42][C:41]2[CH:43]=[C:44]([C:47](O)=[O:48])[CH:45]=[CH:46][C:40]=2[O:39][CH2:38]1. Product: [Br:19][C:20]1[CH:35]=[CH:34][C:23]2[N:24]([C:47]([C:44]3[CH:45]=[CH:46][C:40]4[O:39][CH2:38][C:37](=[O:36])[NH:42][C:41]=4[CH:43]=3)=[O:48])[CH:25]([CH2:28][C:29]([O:31][CH2:32][CH3:33])=[O:30])[CH2:26][O:27][C:22]=2[CH:21]=1. The catalyst class is: 25.